This data is from Full USPTO retrosynthesis dataset with 1.9M reactions from patents (1976-2016). The task is: Predict the reactants needed to synthesize the given product. (1) Given the product [CH3:23][C@H:21]1[CH2:22][CH:17]([C:13]2[CH:14]=[C:15]3[C:10](=[CH:11][CH:12]=2)[CH2:9][NH:8][CH2:16]3)[CH2:18][C@@H:19]([CH3:24])[O:20]1, predict the reactants needed to synthesize it. The reactants are: C([N:8]1[CH2:16][C:15]2[C:10](=[CH:11][CH:12]=[C:13]([C:17]3[CH2:18][C@H:19]([CH3:24])[O:20][C@H:21]([CH3:23])[CH:22]=3)[CH:14]=2)[CH2:9]1)C1C=CC=CC=1.[H][H]. (2) The reactants are: [CH3:1][O:2][C:3]1[C:4]2[N:5]([N:15]=[CH:16][C:17]=2[C:18]([OH:20])=O)[CH:6]=[C:7]([C:9]2[CH:10]=[N:11][N:12]([CH3:14])[CH:13]=2)[CH:8]=1.C(N1C=CN=C1)([N:23]1C=CN=C1)=O.[OH-].[NH4+]. Given the product [CH3:1][O:2][C:3]1[C:4]2[N:5]([N:15]=[CH:16][C:17]=2[C:18]([NH2:23])=[O:20])[CH:6]=[C:7]([C:9]2[CH:10]=[N:11][N:12]([CH3:14])[CH:13]=2)[CH:8]=1, predict the reactants needed to synthesize it. (3) Given the product [CH3:20][O:21][C:22](=[O:28])[C@H:23]([C@@H:25]([CH3:27])[OH:26])[NH:24][C:16](=[O:18])[C@H:14]([CH3:15])[NH:13][C:11](=[O:12])[CH2:10][C:6]1[CH:7]=[CH:8][CH:9]=[C:4]([N+:1]([O-:3])=[O:2])[CH:5]=1, predict the reactants needed to synthesize it. The reactants are: [N+:1]([C:4]1[CH:5]=[C:6]([CH2:10][C:11]([NH:13][C@H:14]([C:16]([OH:18])=O)[CH3:15])=[O:12])[CH:7]=[CH:8][CH:9]=1)([O-:3])=[O:2].Cl.[CH3:20][O:21][C:22](=[O:28])[C@H:23]([C@@H:25]([CH3:27])[OH:26])[NH2:24]. (4) The reactants are: [NH2:1][C:2]1[CH:10]=[CH:9][CH:8]=[C:7]([O:11][CH3:12])[C:3]=1[C:4]([NH2:6])=O.[Cl-:13].[NH:14]1[CH2:18][CH2:17][CH2:16][CH2:15]1. Given the product [Cl:13][C:2]1[CH:10]=[CH:9][CH:8]=[CH:7][C:3]=1[C:4]1[N:6]=[C:4]([N:14]2[CH2:18][CH2:17][CH2:16][CH2:15]2)[C:3]2[C:2](=[CH:10][CH:9]=[CH:8][C:7]=2[O:11][CH3:12])[N:1]=1, predict the reactants needed to synthesize it. (5) Given the product [CH2:1]([N:8]([CH2:35][C:36]([NH:43][S:40]([CH3:39])(=[O:42])=[O:41])=[O:37])[C:9]([N:11]1[CH2:16][CH2:15][CH2:14][CH:13]([CH2:17][O:18][C:19]2[CH:24]=[CH:23][C:22]([C:25]3[CH:30]=[C:29]([F:31])[C:28]([F:32])=[CH:27][C:26]=3[O:33][CH3:34])=[CH:21][CH:20]=2)[CH2:12]1)=[O:10])[C:2]1[CH:7]=[CH:6][CH:5]=[CH:4][CH:3]=1, predict the reactants needed to synthesize it. The reactants are: [CH2:1]([N:8]([CH2:35][C:36](O)=[O:37])[C:9]([N:11]1[CH2:16][CH2:15][CH2:14][CH:13]([CH2:17][O:18][C:19]2[CH:24]=[CH:23][C:22]([C:25]3[CH:30]=[C:29]([F:31])[C:28]([F:32])=[CH:27][C:26]=3[O:33][CH3:34])=[CH:21][CH:20]=2)[CH2:12]1)=[O:10])[C:2]1[CH:7]=[CH:6][CH:5]=[CH:4][CH:3]=1.[CH3:39][S:40]([NH2:43])(=[O:42])=[O:41]. (6) Given the product [Cl:10][C:6]1[CH:5]=[C:4]([C:2](=[O:3])[CH2:1][C:17]([O:18][CH2:19][CH3:20])=[O:21])[CH:9]=[CH:8][CH:7]=1, predict the reactants needed to synthesize it. The reactants are: [CH3:1][C:2]([C:4]1[CH:9]=[CH:8][CH:7]=[C:6]([Cl:10])[CH:5]=1)=[O:3].C(O)C.[H-].[Na+].Cl.[C:17](=O)([O:21]CC)[O:18][CH2:19][CH3:20]. (7) Given the product [CH3:1][O:2][C:3]1[CH:8]=[C:7]([O:9][CH2:12][C:13]([O:15][CH2:16][CH3:17])=[O:14])[CH:6]=[C:5]([O:10][CH2:12][C:13]([O:15][CH2:16][CH3:17])=[O:14])[CH:4]=1, predict the reactants needed to synthesize it. The reactants are: [CH3:1][O:2][C:3]1[CH:4]=[C:5]([OH:10])[CH:6]=[C:7]([OH:9])[CH:8]=1.Br[CH2:12][C:13]([O:15][CH2:16][CH3:17])=[O:14].[H-].[Na+]. (8) The reactants are: [CH3:1][C:2]1[O:6][N:5]=[C:4]([C:7]([N:9]2[CH2:14][CH2:13][CH:12]([CH2:15][C:16]([OH:18])=O)[CH2:11][CH2:10]2)=[O:8])[CH:3]=1.F[P-](F)(F)(F)(F)F.[CH3:26][N+](C)=C(N(C)C)ON1C2N=CC=CC=2N=N1.[F:43][C:44]([F:49])([F:48])[C:45]([OH:47])=[O:46].[F:50][C:51]([F:56])([F:55])[C:52]([OH:54])=[O:53].[F:57][C:58]1[CH:59]=[N:60][C:61]2[NH:62][C:63]3[CH:64]=[CH:65][CH:66]=[C:67]([CH:80]=3)[CH2:68][CH2:69][C:70]3[CH:78]=[C:74]([NH:75][C:76]=1[N:77]=2)[CH:73]=[CH:72][C:71]=3[NH2:79]. Given the product [F:43][C:44]([F:49])([F:48])[C:45]([OH:47])=[O:46].[F:50][C:51]([F:56])([F:55])[C:52]([OH:54])=[O:53].[F:57][C:58]1[CH:59]=[N:60][C:61]2[NH:62][C:63]3[CH:64]=[CH:65][CH:66]=[C:67]([CH:80]=3)[CH2:68][CH2:69][C:70]3[CH:78]=[C:74]([NH:75][C:76]=1[N:77]=2)[CH:73]=[CH:72][C:71]=3[NH:79][C:16](=[O:18])[CH2:15][CH:12]1[CH2:11][CH2:10][N:9]([C:7]([C:4]2[CH:3]=[C:2]([CH2:1][CH3:26])[O:6][N:5]=2)=[O:8])[CH2:14][CH2:13]1, predict the reactants needed to synthesize it.